The task is: Predict the reactants needed to synthesize the given product.. This data is from Full USPTO retrosynthesis dataset with 1.9M reactions from patents (1976-2016). (1) Given the product [OH:35][CH2:28][CH2:27][C:23]1[C:22](=[O:29])[N:21]([C:13]2[CH:14]=[CH:15][C:16]([N+:18]([O-:20])=[O:19])=[CH:17][C:12]=2[O:11][CH3:10])[CH:26]=[CH:25][CH:24]=1, predict the reactants needed to synthesize it. The reactants are: C12BC(CCC1)CCC2.[CH3:10][O:11][C:12]1[CH:17]=[C:16]([N+:18]([O-:20])=[O:19])[CH:15]=[CH:14][C:13]=1[N:21]1[CH:26]=[CH:25][CH:24]=[C:23]([CH:27]=[CH2:28])[C:22]1=[O:29].[OH-].[Na+].OO.S(OS([O-])=O)([O-])=[O:35].[Na+].[Na+]. (2) The reactants are: Br[CH2:2][C:3]1[CH:8]=[CH:7][C:6]([CH:9]([CH:26]2[CH2:30][CH2:29][CH2:28][CH2:27]2)[C:10]([NH:12][C:13]2[CH:21]=[CH:20][CH:19]=[C:18]3[C:14]=2[CH2:15][CH:16]([C:22]([O:24][CH3:25])=[O:23])[CH2:17]3)=[O:11])=[CH:5][CH:4]=1.[CH3:31][CH:32]([CH3:41])[CH2:33][C:34]1[O:35][CH2:36][C:37](=[O:40])[NH:38][N:39]=1.C(=O)([O-])[O-].[Cs+].[Cs+]. Given the product [CH:26]1([CH:9]([C:6]2[CH:7]=[CH:8][C:3]([CH2:2][N:38]3[C:37](=[O:40])[CH2:36][O:35][C:34]([CH2:33][CH:32]([CH3:41])[CH3:31])=[N:39]3)=[CH:4][CH:5]=2)[C:10]([NH:12][C:13]2[CH:21]=[CH:20][CH:19]=[C:18]3[C:14]=2[CH2:15][CH:16]([C:22]([O:24][CH3:25])=[O:23])[CH2:17]3)=[O:11])[CH2:30][CH2:29][CH2:28][CH2:27]1, predict the reactants needed to synthesize it. (3) Given the product [Cl:16][C:17]1[N:18]=[C:19]([N:5]2[CH2:6][CH2:7][O:8][CH:3]([CH2:2][OH:1])[CH2:4]2)[C:20]2[CH:25]=[CH:24][S:23][C:21]=2[N:22]=1, predict the reactants needed to synthesize it. The reactants are: [OH:1][CH2:2][CH:3]1[O:8][CH2:7][CH2:6][NH:5][CH2:4]1.CCN(CC)CC.[Cl:16][C:17]1[N:18]=[C:19](Cl)[C:20]2[CH:25]=[CH:24][S:23][C:21]=2[N:22]=1. (4) Given the product [O:18]([C:25]1[CH:26]=[C:27]([CH:30]=[CH:31][CH:32]=1)[CH2:28][O:1][C:2]1[CH:11]=[C:10]2[C:5]([CH:6]=[C:7]([C:13]([OH:15])=[O:14])[C:8](=[O:12])[O:9]2)=[CH:4][CH:3]=1)[C:19]1[CH:20]=[CH:21][CH:22]=[CH:23][CH:24]=1, predict the reactants needed to synthesize it. The reactants are: [OH:1][C:2]1[CH:11]=[C:10]2[C:5]([CH:6]=[C:7]([C:13]([O:15]CC)=[O:14])[C:8](=[O:12])[O:9]2)=[CH:4][CH:3]=1.[O:18]([C:25]1[CH:26]=[C:27]([CH:30]=[CH:31][CH:32]=1)[CH2:28]Cl)[C:19]1[CH:24]=[CH:23][CH:22]=[CH:21][CH:20]=1.C([O-])([O-])=O.[K+].[K+].O. (5) Given the product [F:21][C:22]1[C:27]([C:10]2[C:9]3[CH2:8][CH2:7][CH2:6][CH2:5][C:4]=3[N:3]=[C:2]([O:32][CH2:29][C:24]3[CH:25]=[CH:26][CH:27]=[C:22]([F:21])[N:23]=3)[CH:11]=2)=[CH:26][CH:25]=[CH:24][N:23]=1, predict the reactants needed to synthesize it. The reactants are: Cl[C:2]1[CH:11]=[C:10](B2OC(C)(C)C(C)(C)O2)[C:9]2[CH2:8][CH2:7][CH2:6][CH2:5][C:4]=2[N:3]=1.[F:21][C:22]1[C:27](I)=[CH:26][CH:25]=[CH:24][N:23]=1.[C:29](=[O:32])([O-])[O-].[K+].[K+]. (6) Given the product [CH3:8][O:7][CH:4]1[CH2:5][CH2:6][C:2]([B:24]2[O:28][C:27]([CH3:30])([CH3:29])[C:26]([CH3:32])([CH3:31])[O:25]2)=[CH:3]1, predict the reactants needed to synthesize it. The reactants are: I[C:2]1[CH2:6][CH2:5][CH:4]([O:7][CH3:8])[CH:3]=1.C([Li])CCC.CCCCCC.C(O[B:24]1[O:28][C:27]([CH3:30])([CH3:29])[C:26]([CH3:32])([CH3:31])[O:25]1)(C)C.Cl.